This data is from Forward reaction prediction with 1.9M reactions from USPTO patents (1976-2016). The task is: Predict the product of the given reaction. (1) Given the reactants [CH:1]1[C:6]2[CH2:7][CH2:8][C:9](=O)[CH2:10][CH2:11][C:5]=2[CH:4]=[CH:3][CH:2]=1.[CH2:13]([NH2:20])[C:14]1[CH:19]=[CH:18][CH:17]=[CH:16][CH:15]=1, predict the reaction product. The product is: [CH2:13]([NH:20][CH:9]1[CH2:8][CH2:7][C:6]2[CH:1]=[CH:2][CH:3]=[CH:4][C:5]=2[CH2:11][CH2:10]1)[C:14]1[CH:19]=[CH:18][CH:17]=[CH:16][CH:15]=1. (2) Given the reactants [OH:1][CH2:2][C:3]1[CH:10]=[CH:9][C:6]([C:7]#[N:8])=[CH:5][N:4]=1.[NH2:11][OH:12], predict the reaction product. The product is: [OH:12][N:11]=[C:7]([NH2:8])[C:6]1[CH:9]=[CH:10][C:3]([CH2:2][OH:1])=[N:4][CH:5]=1. (3) Given the reactants [NH2:1][C@H:2]1[CH2:7][CH2:6][C@@H:5]([N:8]([CH:10]([CH3:12])[CH3:11])[CH3:9])[CH2:4][C@H:3]1[CH2:13][CH:14]([OH:18])[CH:15]([CH3:17])[CH3:16].C(N(C(C)C)CC)(C)C.[F:28][C:29]([F:44])([F:43])[C:30]1[CH:31]=[C:32]([CH:40]=[CH:41][CH:42]=1)[C:33]([NH:35][CH2:36][C:37]([OH:39])=[O:38])=[O:34].F[B-](F)(F)F.N1(OC(N(C)C)=[N+](C)C)C2C=CC=CC=2N=N1, predict the reaction product. The product is: [OH:18][C@@H:14]([CH:15]([CH3:17])[CH3:16])[CH2:13][C@@H:3]1[CH2:4][C@H:5]([N:8]([CH:10]([CH3:12])[CH3:11])[CH3:9])[CH2:6][CH2:7][C@@H:2]1[NH:1][C:37](=[O:38])[CH2:36][NH:35][C:33](=[O:34])[C:32]1[CH:40]=[CH:41][CH:42]=[C:30]([C:29]([F:28])([F:44])[F:43])[CH:31]=1.[OH:18][C@H:14]([CH:15]([CH3:17])[CH3:16])[CH2:13][C@@H:3]1[CH2:4][C@H:5]([N:8]([CH:10]([CH3:11])[CH3:12])[CH3:9])[CH2:6][CH2:7][C@@H:2]1[NH:1][C:37](=[O:39])[CH2:36][NH:35][C:33](=[O:34])[C:32]1[CH:40]=[CH:41][CH:42]=[C:30]([C:29]([F:28])([F:44])[F:43])[CH:31]=1. (4) Given the reactants Br[C:2]1[CH:7]=[CH:6][CH:5]=[CH:4][C:3]=1[CH2:8][C:9]([OH:11])=[O:10].[Br:12][C:13]1[CH:19]=[CH:18][CH:17]=[C:16]([Br:20])[C:14]=1[NH2:15], predict the reaction product. The product is: [Br:12][C:13]1[CH:19]=[CH:18][CH:17]=[C:16]([Br:20])[C:14]=1[NH:15][C:2]1[CH:7]=[CH:6][CH:5]=[CH:4][C:3]=1[CH2:8][C:9]([OH:11])=[O:10]. (5) Given the reactants [CH3:1][N:2]([CH3:10])[CH2:3][CH:4]([CH3:9])[C:5](=[O:8])[CH2:6][CH3:7].Br[C:12]1[CH:17]=[CH:16][C:15]([Cl:18])=[C:14]([Cl:19])[CH:13]=1.[Mg], predict the reaction product. The product is: [ClH:18].[Cl:19][C:14]1[CH:13]=[C:12]([C:5]([OH:8])([CH2:6][CH3:7])[CH:4]([CH3:9])[CH2:3][N:2]([CH3:10])[CH3:1])[CH:17]=[CH:16][C:15]=1[Cl:18]. (6) The product is: [C:15]([S:1][CH2:2][CH2:3][CH2:4][Si:5]([O:10][CH3:11])([O:6][CH3:7])[O:8][CH3:9])(=[O:18])[CH2:16][CH3:17]. Given the reactants [SH:1][CH2:2][CH2:3][CH2:4][Si:5]([O:10][CH3:11])([O:8][CH3:9])[O:6][CH3:7].C[O-].[Na+].[C:15](Cl)(=[O:18])[CH2:16][CH3:17].[Na+].[Cl-].CSCCC[Si](OC)(OC)OC.C(SCCC[Si](OC)(OC)OC)(=O)C, predict the reaction product. (7) Given the reactants [NH2:1][C:2]1[O:6][CH:5]([C:7]2[CH:12]=[CH:11][C:10]([Cl:13])=[CH:9][CH:8]=2)[C:4](=[O:14])[C:3]=1[OH:15].C(N(CC)CC)C.[C:23]1([O:29][C:30](Cl)=[O:31])[CH:28]=[CH:27][CH:26]=[CH:25][CH:24]=1.[Cl-].[NH4+], predict the reaction product. The product is: [Cl:13][C:10]1[CH:9]=[CH:8][C:7]([CH:5]2[C:4](=[O:14])[C:3]([O:15][C:30]([O:29][C:23]3[CH:28]=[CH:27][CH:26]=[CH:25][CH:24]=3)=[O:31])=[C:2]([NH2:1])[O:6]2)=[CH:12][CH:11]=1. (8) Given the reactants [O:1]([C:5]1[CH:6]=[C:7]2[C:12](=[CH:13][C:14]=1[O:15]C(C)=O)[N:11]=[CH:10][N:9]=[C:8]2[NH:19][C:20]1[CH:25]=[CH:24][CH:23]=[CH:22][CH:21]=1)C(C)=O.N, predict the reaction product. The product is: [OH:1][C:5]1[CH:6]=[C:7]2[C:12](=[CH:13][C:14]=1[OH:15])[N:11]=[CH:10][N:9]=[C:8]2[NH:19][C:20]1[CH:25]=[CH:24][CH:23]=[CH:22][CH:21]=1. (9) Given the reactants Br[C:2]1[CH:3]=[C:4]([CH2:8][CH2:9][CH2:10][C:11]2[N:15]([CH2:16][CH3:17])[C:14](=[O:18])[N:13]([CH2:19][C:20]3[CH:25]=[CH:24][C:23]([C:26]([CH3:29])([CH3:28])[CH3:27])=[CH:22][CH:21]=3)[N:12]=2)[CH:5]=[CH:6][CH:7]=1.C(=O)([O-])[O-].[K+].[K+].[NH2:36][C:37]1[CH:38]=[N:39][C:40](Br)=[CH:41][CH:42]=1, predict the reaction product. The product is: [NH2:36][C:37]1[CH:42]=[CH:41][C:40]([C:2]2[CH:3]=[C:4]([CH2:8][CH2:9][CH2:10][C:11]3[N:15]([CH2:16][CH3:17])[C:14](=[O:18])[N:13]([CH2:19][C:20]4[CH:21]=[CH:22][C:23]([C:26]([CH3:29])([CH3:27])[CH3:28])=[CH:24][CH:25]=4)[N:12]=3)[CH:5]=[CH:6][CH:7]=2)=[N:39][CH:38]=1. (10) The product is: [N:13]1[C:14]2[C:9](=[CH:8][CH:7]=[CH:6][C:5]=2[O:4][CH2:1][CH:2]=[O:16])[CH:10]=[CH:11][CH:12]=1. Given the reactants [CH2:1]([O:4][C:5]1[CH:6]=[CH:7][CH:8]=[C:9]2[C:14]=1[N:13]=[CH:12][CH:11]=[CH:10]2)[CH:2]=C.I([O-])(=O)(=O)=[O:16].[Na+].C1COCC1.CO, predict the reaction product.